Dataset: Catalyst prediction with 721,799 reactions and 888 catalyst types from USPTO. Task: Predict which catalyst facilitates the given reaction. Product: [NH2:1][C:2]1[CH:7]=[CH:6][CH:5]=[CH:4][C:3]=1[NH:8][C:9]([C:11]1[N:19]([CH3:20])[C:18]2[CH2:17][CH2:16][N:15]([C:35]([NH:36][C:37]3[CH:38]=[N:39][CH:40]=[CH:41][CH:42]=3)=[O:34])[CH2:14][C:13]=2[CH:12]=1)=[O:10]. Reactant: [NH2:1][C:2]1[CH:7]=[CH:6][CH:5]=[CH:4][C:3]=1[NH:8][C:9]([C:11]1[N:19]([CH3:20])[C:18]2[CH2:17][CH2:16][NH:15][CH2:14][C:13]=2[CH:12]=1)=[O:10].CCN(CC)CC.C1([O:34][C:35](=O)[NH:36][C:37]2[CH:38]=[N:39][CH:40]=[CH:41][CH:42]=2)C=CC=CC=1. The catalyst class is: 3.